Task: Predict the reactants needed to synthesize the given product.. Dataset: Full USPTO retrosynthesis dataset with 1.9M reactions from patents (1976-2016) (1) Given the product [NH2:1][C:2]([CH3:28])([CH3:27])[CH2:3][CH2:4][C:5]1[S:9][C:8]([C:10]2[CH:15]=[CH:14][N:13]=[C:12]([NH:16][CH:17]3[CH2:22][C:21]([CH3:24])([CH3:23])[NH:20][C:19]([CH3:26])([CH3:25])[CH2:18]3)[N:11]=2)=[CH:7][CH:6]=1, predict the reactants needed to synthesize it. The reactants are: [NH2:1][C:2]([CH3:28])([CH3:27])[C:3]#[C:4][C:5]1[S:9][C:8]([C:10]2[CH:15]=[CH:14][N:13]=[C:12]([NH:16][CH:17]3[CH2:22][C:21]([CH3:24])([CH3:23])[NH:20][C:19]([CH3:26])([CH3:25])[CH2:18]3)[N:11]=2)=[CH:7][CH:6]=1. (2) Given the product [N:3]1[CH:4]=[CH:5][CH:6]=[CH:7][C:2]=1[O:25][C:22]1[CH:21]=[CH:20][C:19]([C:18]2[C:11]3=[N:10][S:9](=[O:26])(=[O:8])[CH2:14][CH2:13][N:12]3[CH:15]=[CH:16][CH:17]=2)=[CH:24][CH:23]=1, predict the reactants needed to synthesize it. The reactants are: Cl[C:2]1[CH:7]=[CH:6][CH:5]=[CH:4][N:3]=1.[O:8]=[S:9]1(=[O:26])[CH2:14][CH2:13][N:12]2[CH:15]=[CH:16][CH:17]=[C:18]([C:19]3[CH:24]=[CH:23][C:22]([OH:25])=[CH:21][CH:20]=3)[C:11]2=[N:10]1.C(=O)([O-])[O-].[K+].[K+]. (3) The reactants are: [C:1]([O:4][C:5](=[O:7])[CH3:6])(=O)C.[CH2:8]([N:10](CC)[CH2:11][CH3:12])[CH3:9].C(#[N:17])C.[N+]1([O-])C(C(O)=O)=CC(C(O)=O)=CC=1.C(=O)=O.C(=O)([O-])O.[Na+]. Given the product [CH3:1][O:4][C:5]([C:6]1[CH:12]=[CH:11][N:10]=[C:8]([NH2:17])[CH:9]=1)=[O:7], predict the reactants needed to synthesize it. (4) The reactants are: [CH2:1]([O:8][CH2:9][C:10]([C:12]1[CH:17]=[CH:16][CH:15]=[CH:14][CH:13]=1)=O)[C:2]1[CH:7]=[CH:6][CH:5]=[CH:4][CH:3]=1.C[O-:19].[Na+].[C:21](OC)(=[O:26])[C:22]([O:24][CH3:25])=[O:23]. Given the product [CH3:25][O:24][C:22](=[O:23])[C:21](=[O:26])[CH2:13][C:14]([C:15]1[CH:16]=[CH:17][CH:12]=[CH:10][C:9]=1[O:8][CH2:1][C:2]1[CH:3]=[CH:4][CH:5]=[CH:6][CH:7]=1)=[O:19], predict the reactants needed to synthesize it.